From a dataset of Reaction yield outcomes from USPTO patents with 853,638 reactions. Predict the reaction yield, written as a fraction of the theoretical maximum amount of product (1.0 means a 100% yield; for example, 0.34 means a 34% yield). (1) The reactants are [F:1][C:2]([F:52])([F:51])[C:3]1[CH:4]=[C:5]([CH:48]=[CH:49][CH:50]=1)[CH2:6][NH:7][C:8]([C:10]1[CH:15]=[CH:14][N:13]=[C:12]([C:16]2[CH:21]=[C:20]([N:22]3[CH2:27][CH2:26][O:25][CH2:24][CH2:23]3)[CH:19]=[CH:18][C:17]=2[NH:28][C:29]([C:31]2[CH:32]=[C:33]([CH:45]=[CH:46][CH:47]=2)[CH2:34][S:35][CH2:36][CH2:37][C:38]([O:40]C(C)(C)C)=[O:39])=[O:30])[CH:11]=1)=[O:9].FC(F)(F)C(O)=O. The catalyst is ClCCl. The product is [F:52][C:2]([F:1])([F:51])[C:3]1[CH:4]=[C:5]([CH:48]=[CH:49][CH:50]=1)[CH2:6][NH:7][C:8]([C:10]1[CH:15]=[CH:14][N:13]=[C:12]([C:16]2[CH:21]=[C:20]([N:22]3[CH2:23][CH2:24][O:25][CH2:26][CH2:27]3)[CH:19]=[CH:18][C:17]=2[NH:28][C:29]([C:31]2[CH:32]=[C:33]([CH:45]=[CH:46][CH:47]=2)[CH2:34][S:35][CH2:36][CH2:37][C:38]([OH:40])=[O:39])=[O:30])[CH:11]=1)=[O:9]. The yield is 0.150. (2) The reactants are [CH3:1][O:2][C:3]1[CH:20]=[CH:19][C:6]2[N:7]=[C:8]([C:10]3[CH:15]=[CH:14][CH:13]=[C:12]([O:16][CH3:17])[C:11]=3Br)[S:9][C:5]=2[CH:4]=1.[C:21](=O)([O-])[O-].[K+].[K+].CB(O)O. The catalyst is C1(C)C=CC=CC=1.C(OC(=O)C)C.C1C=CC([P]([Pd]([P](C2C=CC=CC=2)(C2C=CC=CC=2)C2C=CC=CC=2)([P](C2C=CC=CC=2)(C2C=CC=CC=2)C2C=CC=CC=2)[P](C2C=CC=CC=2)(C2C=CC=CC=2)C2C=CC=CC=2)(C2C=CC=CC=2)C2C=CC=CC=2)=CC=1. The product is [CH3:1][O:2][C:3]1[CH:20]=[CH:19][C:6]2[N:7]=[C:8]([C:10]3[CH:15]=[CH:14][CH:13]=[C:12]([O:16][CH3:17])[C:11]=3[CH3:21])[S:9][C:5]=2[CH:4]=1. The yield is 0.630. (3) The product is [F:1][C:2]1[CH:3]=[CH:4][C:5]([O:12][CH2:13][CH2:14][C:15]2[CH:20]=[CH:19][C:18]([C:21]([F:22])([F:23])[F:24])=[CH:17][CH:16]=2)=[C:6]([CH2:7][OH:8])[CH:11]=1. The catalyst is C1COCC1. The reactants are [F:1][C:2]1[CH:3]=[CH:4][C:5]([O:12][CH2:13][CH2:14][C:15]2[CH:20]=[CH:19][C:18]([C:21]([F:24])([F:23])[F:22])=[CH:17][CH:16]=2)=[C:6]([CH:11]=1)[C:7](OC)=[O:8].[H-].[Al+3].[Li+].[H-].[H-].[H-].Cl. The yield is 0.820. (4) The reactants are [NH2:1][C:2]1[CH:7]=[CH:6][C:5]([C:8]2[CH:9]=[CH:10][C:11]3[O:17][CH2:16][CH2:15][N:14]([C:18]([O:20][C:21]([CH3:24])([CH3:23])[CH3:22])=[O:19])[CH2:13][C:12]=3[CH:25]=2)=[CH:4][C:3]=1[N+:26]([O-])=O.C(OCC)(=O)C. The catalyst is C(O)(=O)C.[Pd]. The product is [NH2:26][C:3]1[CH:4]=[C:5]([C:8]2[CH:9]=[CH:10][C:11]3[O:17][CH2:16][CH2:15][N:14]([C:18]([O:20][C:21]([CH3:23])([CH3:22])[CH3:24])=[O:19])[CH2:13][C:12]=3[CH:25]=2)[CH:6]=[CH:7][C:2]=1[NH2:1]. The yield is 0.940. (5) The reactants are [N:1]1[CH:6]=[CH:5][CH:4]=[C:3]([O:7][C:8]2[CH:9]=[C:10]([N+:14]([O-])=O)[CH:11]=[CH:12][CH:13]=2)[CH:2]=1. The catalyst is CCOC(C)=O.[Pd]. The product is [N:1]1[CH:6]=[CH:5][CH:4]=[C:3]([O:7][C:8]2[CH:9]=[C:10]([CH:11]=[CH:12][CH:13]=2)[NH2:14])[CH:2]=1. The yield is 0.940. (6) The reactants are C(OC(=O)[NH:7][CH2:8][C:9]1[N:13]([CH:14]2[CH2:16][CH2:15]2)[C:12]([S:17][CH2:18][C:19]2[N:20]=[C:21]([NH:24][C:25]([NH:27][C:28]3[CH:33]=[CH:32][C:31]([CH3:34])=[CH:30][C:29]=3[C:35]([CH:37]3[CH2:41][CH2:40][CH2:39][CH2:38]3)=[O:36])=[O:26])[S:22][CH:23]=2)=[N:11][N:10]=1)(C)(C)C.Cl. No catalyst specified. The product is [NH2:7][CH2:8][C:9]1[N:13]([CH:14]2[CH2:16][CH2:15]2)[C:12]([S:17][CH2:18][C:19]2[N:20]=[C:21]([NH:24][C:25]([NH:27][C:28]3[CH:33]=[CH:32][C:31]([CH3:34])=[CH:30][C:29]=3[C:35]([CH:37]3[CH2:38][CH2:39][CH2:40][CH2:41]3)=[O:36])=[O:26])[S:22][CH:23]=2)=[N:11][N:10]=1. The yield is 0.990.